Dataset: Merck oncology drug combination screen with 23,052 pairs across 39 cell lines. Task: Regression. Given two drug SMILES strings and cell line genomic features, predict the synergy score measuring deviation from expected non-interaction effect. (1) Synergy scores: synergy=18.6. Drug 1: CCN(CC)CCNC(=O)c1c(C)[nH]c(C=C2C(=O)Nc3ccc(F)cc32)c1C. Drug 2: NC1(c2ccc(-c3nc4ccn5c(=O)[nH]nc5c4cc3-c3ccccc3)cc2)CCC1. Cell line: NCIH1650. (2) Drug 1: Cc1nc(Nc2ncc(C(=O)Nc3c(C)cccc3Cl)s2)cc(N2CCN(CCO)CC2)n1. Drug 2: CC1(c2nc3c(C(N)=O)cccc3[nH]2)CCCN1. Cell line: MDAMB436. Synergy scores: synergy=13.7. (3) Drug 1: O=P1(N(CCCl)CCCl)NCCCO1. Drug 2: COC1CC2CCC(C)C(O)(O2)C(=O)C(=O)N2CCCCC2C(=O)OC(C(C)CC2CCC(OP(C)(C)=O)C(OC)C2)CC(=O)C(C)C=C(C)C(O)C(OC)C(=O)C(C)CC(C)C=CC=CC=C1C. Cell line: NCIH23. Synergy scores: synergy=8.59. (4) Drug 1: N#Cc1ccc(Cn2cncc2CN2CCN(c3cccc(Cl)c3)C(=O)C2)cc1. Drug 2: Nc1ccn(C2OC(CO)C(O)C2(F)F)c(=O)n1. Cell line: HT29. Synergy scores: synergy=13.3. (5) Drug 1: CN(C)C(=N)N=C(N)N. Drug 2: O=C(CCCCCCC(=O)Nc1ccccc1)NO. Cell line: UACC62. Synergy scores: synergy=-1.49. (6) Drug 1: O=c1[nH]cc(F)c(=O)[nH]1. Drug 2: CNC(=O)c1cc(Oc2ccc(NC(=O)Nc3ccc(Cl)c(C(F)(F)F)c3)cc2)ccn1. Cell line: VCAP. Synergy scores: synergy=1.44.